Dataset: Reaction yield outcomes from USPTO patents with 853,638 reactions. Task: Predict the reaction yield, written as a fraction of the theoretical maximum amount of product (1.0 means a 100% yield; for example, 0.34 means a 34% yield). (1) The reactants are [F:1][C:2]1[CH:10]=[C:9]2[C:5]([CH:6]=[C:7]([C:11]([CH3:15])([CH3:14])[CH2:12][OH:13])[NH:8]2)=[CH:4][C:3]=1[N+:16]([O-:18])=[O:17].[CH3:19][C:20]([Si:23](Cl)([CH3:25])[CH3:24])([CH3:22])[CH3:21].N1C=CN=C1. The catalyst is C(Cl)Cl. The product is [Si:23]([O:13][CH2:12][C:11]([C:7]1[NH:8][C:9]2[C:5]([CH:6]=1)=[CH:4][C:3]([N+:16]([O-:18])=[O:17])=[C:2]([F:1])[CH:10]=2)([CH3:15])[CH3:14])([C:20]([CH3:22])([CH3:21])[CH3:19])([CH3:25])[CH3:24]. The yield is 0.380. (2) The reactants are Cl.[N:2]1[CH:7]=[CH:6][CH:5]=[C:4]([CH2:8][C:9]([OH:11])=O)[CH:3]=1.[NH2:12][C@@H:13]([CH2:31][O:32][CH2:33][C:34]1[CH:39]=[CH:38][CH:37]=[CH:36][CH:35]=1)[C:14]([NH:16][C:17]1[CH:22]=[CH:21][C:20]([O:23][C:24]2[CH:29]=[CH:28][C:27]([F:30])=[CH:26][CH:25]=2)=[CH:19][CH:18]=1)=[O:15]. No catalyst specified. The product is [CH2:33]([O:32][CH2:31][C@H:13]([NH:12][C:9](=[O:11])[CH2:8][C:4]1[CH:3]=[N:2][CH:7]=[CH:6][CH:5]=1)[C:14]([NH:16][C:17]1[CH:22]=[CH:21][C:20]([O:23][C:24]2[CH:29]=[CH:28][C:27]([F:30])=[CH:26][CH:25]=2)=[CH:19][CH:18]=1)=[O:15])[C:34]1[CH:39]=[CH:38][CH:37]=[CH:36][CH:35]=1. The yield is 0.500. (3) The yield is 0.100. The catalyst is CO. The reactants are [F:1][C:2]1[CH:17]=[C:16]([CH:18]=O)[CH:15]=[CH:14][C:3]=1[O:4][C:5]1[CH:6]=[CH:7][C:8]([C:11]([NH2:13])=[O:12])=[N:9][CH:10]=1.[CH:20]1([CH2:25][CH2:26][NH2:27])[CH2:24][CH2:23][CH2:22][CH2:21]1.[BH4-].[Na+]. The product is [CH:20]1([CH2:25][CH2:26][NH:27][CH2:18][C:16]2[CH:15]=[CH:14][C:3]([O:4][C:5]3[CH:6]=[CH:7][C:8]([C:11]([NH2:13])=[O:12])=[N:9][CH:10]=3)=[C:2]([F:1])[CH:17]=2)[CH2:24][CH2:23][CH2:22][CH2:21]1. (4) The reactants are O.[NH2:2][NH2:3].C[O:5][C:6](=O)[C:7]1[CH:12]=[CH:11][CH:10]=[CH:9][C:8]=1[NH:13][C:14](=O)[CH3:15]. The catalyst is C(O)C. The product is [NH2:2][N:3]1[C:6](=[O:5])[C:7]2[C:8](=[CH:9][CH:10]=[CH:11][CH:12]=2)[N:13]=[C:14]1[CH3:15]. The yield is 0.487. (5) The product is [CH2:34]([O:33][C:26]1[CH:25]=[C:22]([CH:21]=[C:20]([O:19][CH2:17][CH3:18])[C:27]=1[C:28]([O:30][CH2:31][CH3:32])=[O:29])[CH2:23][N:13]1[CH2:12][CH2:11][CH:10]([NH:9][C:7](=[O:8])[C:6]2[CH:16]=[C:2]([CH3:1])[CH:3]=[N:4][CH:5]=2)[CH2:15][CH2:14]1)[CH3:35]. No catalyst specified. The yield is 0.320. The reactants are [CH3:1][C:2]1[CH:3]=[N:4][CH:5]=[C:6]([CH:16]=1)[C:7]([NH:9][CH:10]1[CH2:15][CH2:14][NH:13][CH2:12][CH2:11]1)=[O:8].[CH2:17]([O:19][C:20]1[CH:21]=[C:22]([CH:25]=[C:26]([O:33][CH2:34][CH3:35])[C:27]=1[C:28]([O:30][CH2:31][CH3:32])=[O:29])[CH:23]=O)[CH3:18]. (6) The reactants are S([C@@H:11]1[CH2:15][CH2:14][N:13]([C:16]([O:18][CH2:19][C:20]2[CH:25]=[CH:24][CH:23]=[CH:22][CH:21]=2)=[O:17])[CH2:12]1)(C1C=CC(C)=CC=1)(=O)=O.[C-:26]#[N:27].[K+].[Cl-].[Na+].O.O. The catalyst is CS(C)=O. The product is [C:26]([C@H:11]1[CH2:15][CH2:14][N:13]([C:16]([O:18][CH2:19][C:20]2[CH:21]=[CH:22][CH:23]=[CH:24][CH:25]=2)=[O:17])[CH2:12]1)#[N:27]. The yield is 0.650. (7) The reactants are [Br:1][C:2]1[C:8]([F:9])=[CH:7][C:5]([NH2:6])=[C:4]([F:10])[CH:3]=1.BrC1C=C[C:15]([NH2:16])=C(F)C=1.[OH-].[Na+].IC.[CH3:24][N:25](C)[CH:26]=[O:27]. No catalyst specified. The product is [Br:1][C:2]1[C:8]([F:9])=[CH:7][C:5]([N:6]2[C:26](=[O:27])[N:25]([CH3:24])[N:16]=[CH:15]2)=[C:4]([F:10])[CH:3]=1. The yield is 0.323.